Dataset: Drug-target binding data from BindingDB using Kd measurements. Task: Regression. Given a target protein amino acid sequence and a drug SMILES string, predict the binding affinity score between them. We predict pKd (pKd = -log10(Kd in M); higher means stronger binding). Dataset: bindingdb_kd. (1) The drug is CCN(CC)CCNC(=O)c1c(C)[nH]c(/C=C2\C(=O)Nc3ccc(F)cc32)c1C. The target is PFCDPK1(Pfalciparum). The pKd is 5.9. (2) The compound is COC(=O)c1ccc2c(c1)NC(=O)/C2=C(\Nc1ccc(N(C)C(=O)CN2CCN(C)CC2)cc1)c1ccccc1. The target is PFCDPK1(Pfalciparum). The pKd is 5.9. (3) The drug is COC(=O)/C=C1/C[C@H]2C[C@]3(O)O[C@@H](C[C@H](OC(C)=O)C3(C)C)C[C@@H](O)CC(=O)O[C@@H]([C@@H](C)O)C[C@@H]3C/C(=C\C(=O)OC)[C@H](OC(C)=O)[C@@](O)(O3)C(C)(C)/C=C/[C@@H](C1)O2. The target protein sequence is MADVYPANDSTASQDVANRFARKGALRQKNVHEVKDHKFIARFFKQPTFCSHCTDFIWGFGKQGFQCQVCCFVVHKRCHEFVTFSCPGADKGPDTDDPRSKHKFKIHTYGSPTFCDHCGSLLYGLIHQGMKCDTCDMNVHKQCVINVPSLCGMDHTEKRGRIYLKAEVTDEKLHVTVRDAKNLIPMDPNGLSDPYVKLKLIPDPKNESKQKTKTIRSTLNPQWNESFTFKLKPSDKDRRLSVEIWDWDRTTRNDFMGSLSFGVSELMKMPASGWYKLLNQEEGEYYNVPIPEGDEEGNMELRQKFEKAKLGPAGNKVISPSEDRKQPSNNLDRVKLTDFNFLMVLGKGSFGKVMLADRKGTEELYAIKILKKDVVIQDDDVECTMVEKRVLALLDKPPFLTQLHSCFQTVDRLYFVMEYVNGGDLMYHIQQVGKFKEPQAVFYAAEISIGLFFLHKRGIIYRDLKLDNVMLDSEGHIKIADFGMCKEHMMDGVTTRTFCG.... The pKd is 9.4. (4) The drug is Cc1sc2c(c1C)C(c1ccc(Cl)cc1)=N[C@H](CC(=O)OC(C)(C)C)c1nnc(C)n1-2. The target protein sequence is NPPPPETSNPNKPKRQTNQLQYLLRVVLKTLWKHQFAWPFQQPVDAVKLNLPDYYKIIKTPMDMGTIKKRLENNYYWNAQECIQDFNTMFTNCYIYNKPGDDIVLMAEALEKLFLQKINELPTEEKDVPDSQQHPAPEKSSKVSEQLKCCSGILKEMFAKKHAAYAWPFYKPVDVEALGLHDYCDIIKHPMDMSTIKSKLEAREYRDAQEFGADVRLMFSNCYKYNPPDHEVVAMARKLQDVFEMRFAKMPDE. The pKd is 8.1. (5) The drug is Cc1nc(Nc2ncc(C(=O)Nc3c(C)cccc3Cl)s2)cc(N2CCN(CCO)CC2)n1. The target protein sequence is HHSTVADGLITTLHYPAPKRNKPTVYGVSPNYDKWEMERTDITMKHKLGGGQYGEVYEGVWKKYSLTVAVKTLKEDTMEVEEFLKEAAVMKEIKHPNLVQLLGVCTREPPFYIITEFMTYGNLLDYLRECNRQEVNAVVLLYMATQISSAMEYLEKKNVIHRDLAARNCLVGENHLVKVADFGLSRLMTGDTYTAHAGAKFPIKWTAPESLAYNKFSIKSDVWAFGVLLWEIATYGMSPYPGIDLSQVYELLEKDYRMERPEGCPEKVYELMRACWQWNPSDRPSFAEIHQAFETMFQES. The pKd is 9.4. (6) The small molecule is Cc1ccc2[nH]ccc2c1. The target protein (O74036) has sequence MAGEEVKEIDEFEELGFEPATEETPKKKKKEKIIRSIEDLPGVGPATAEKLREAGYDTLEAIAVASPIELKEVAGISEGTALKIIQAARKAANLGTFMRADEYLKKRATIGRISTGSKSLDKLLGGGIETQAITEVFGEFGSGKTQLAHTLAVMVQLPPEEGGLNGSVIWIDTENTFRPERIREIAQNRGLDPDEVLKHIYVARAFNSNHQMLLVQQAEDKIKELLNTDRPVKLLIVDSLTSHFRSEYIGRGALAERQQKLAKHLADLHRLANLYDIAVFVTNQVQARPDAFFGDPTRPIGGHILAHSATLRVYLRKGKGGKRIARLIDAPHLPEGEAVFSITEKGIED. The pKd is 2.7. (7) The pKd is 6.4. The target protein (P58154) has sequence MRRNIFCLACLWIVQACLSLDRADILYNIRQTSRPDVIPTQRDRPVAVSVSLKFINILEVNEITNEVDVVFWQQTTWSDRTLAWNSSHSPDQVSVPISSLWVPDLAAYNAISKPEVLTPQLARVVSDGEVLYMPSIRQRFSCDVSGVDTESGATCRIKIGSWTHHSREISVDPTTENSDDSEYFSQYSRFEILDVTQKKNSVTYSCCPEAYEDVEVSLNFRKKGRSEIL. The drug is O=C(Nc1ccc(Br)cc1)N[C@@H]1C2CCN(CC2)[C@H]1Cc1cccnc1. (8) The small molecule is CSCC[C@H](NC(=O)[C@@H](NC(=O)[C@@H](NC(=O)[C@H](CCC(=O)O)NC(=O)[C@H](Cc1c[nH]c2ccccc12)NC(=O)[C@H](CCC(=O)O)NC(=O)[C@H](CCC(=O)O)NC(=O)[C@H](CCC(N)=O)NC(=O)[C@H](CC(C)C)NC(=S)Nc1ccc2c(c1)C(=O)OC21c2ccc(O)cc2Oc2cc(O)ccc21)[C@@H](C)O)C(C)C)C(=O)O. The target protein sequence is NENEPREADKSHPEQRELRPRLCTMKKGPSGYGFNLHSDKSKPGQFIRSVDPDSPAEASGLRAQDRIVEVNGVCMEGKQHGDVVSAIRAGGDETKLLVVDRETDEFFKKCRVIPSQEHLNGPLPVPFTNGEIQKENSREALAEAALESPRPALVRSASSDTSEELNSQ. The pKd is 6.2. (9) The small molecule is CC(C)CCC[C@@H](C)[C@H]1CC[C@H]2[C@@H]3CC=C4C[C@@H](O)CC[C@]4(C)[C@H]3CC[C@@]21C. The target protein sequence is MTQSNNTGILEKFVNTVMGVKTENQQQPSNTLIATTQALDIRAVLVYKLGTILQIAAMMLALLGMEKLVMLIDKNSHLPSWFSTLLAVLFFALLSIRSRIFSLLDNTRSRKTYDQVIRPRWAPPPLVFPIVWMIIAVLRVISSVLIWQQMHHQFLALPLILFVVHLALGDTWNTIFTVERRLGAAVPVVILGPWLSALVVTAIYWQTNPVAGMIFSFSCIWLTVAAVLVFRIWQLNGSEPLYPLKLTPVEK. The pKd is 3.8. (10) The small molecule is Cc1cc(Nc2cc(N3CCN(C)CC3)nc(Sc3ccc(NC(=O)C4CC4)cc3)n2)[nH]n1. The pKd is 7.3. The target protein sequence is HHSTVADGLITTLHYPAPKRNKPTVYGVSPNYDKWEMERTDITMKHKLGGGQYGKVYEGVWKKYSLTVAVKTLKEDTMEVEEFLKEAAVMKEIKHPNLVQLLGVCTREPPFYIITEFMTYGNLLDYLRECNRQEVNAVVLLYMATQISSAMEYLEKKNFIHRDLAARNCLVGENHLVKVADFGLSRLMTGDTYTAHAGAKFPIKWTAPESLAYNKFSIKSDVWAFGVLLWEIATYGMSPYPGIDLSQVYELLEKDYRMERPEGCPEKVYELMRACWQWNPSDRPSFAEIHQAFETMFQES.